Dataset: Reaction yield outcomes from USPTO patents with 853,638 reactions. Task: Predict the reaction yield, written as a fraction of the theoretical maximum amount of product (1.0 means a 100% yield; for example, 0.34 means a 34% yield). The reactants are [NH:1]1[CH2:6][CH2:5][CH:4]([CH2:7][N:8]2[CH2:13][CH2:12][CH:11]([CH2:14][NH:15][C:16]([C:18]3[C:26]4[N:25]=[C:24]([CH:27]([CH3:29])[CH3:28])[NH:23][C:22]=4[CH:21]=[CH:20][CH:19]=3)=[O:17])[CH2:10][CH2:9]2)[CH2:3][CH2:2]1.C(N(CC)C(C)C)(C)C.[CH3:39][S:40](Cl)(=[O:42])=[O:41]. The catalyst is CN(C)C=O. The product is [CH3:39][S:40]([N:1]1[CH2:2][CH2:3][CH:4]([CH2:7][N:8]2[CH2:9][CH2:10][CH:11]([CH2:14][NH:15][C:16]([C:18]3[C:26]4[N:25]=[C:24]([CH:27]([CH3:29])[CH3:28])[NH:23][C:22]=4[CH:21]=[CH:20][CH:19]=3)=[O:17])[CH2:12][CH2:13]2)[CH2:5][CH2:6]1)(=[O:42])=[O:41]. The yield is 0.400.